Dataset: Forward reaction prediction with 1.9M reactions from USPTO patents (1976-2016). Task: Predict the product of the given reaction. (1) Given the reactants [C:1]([NH:11][CH2:12][C:13]([OH:15])=O)([O:3][CH2:4][C:5]1[CH:10]=[CH:9][CH:8]=[CH:7][CH:6]=1)=[O:2].CCN=C=NCCCN(C)C.C1C=CC2N(O)N=NC=2C=1.CCN(C(C)C)C(C)C.[Si:46]([O:53][CH2:54][CH2:55][N:56]([CH2:71][CH2:72][C:73]([O:75][CH2:76][C:77]1[CH:82]=[CH:81][CH:80]=[CH:79][CH:78]=1)=[O:74])[C:57](=[O:70])[CH2:58][NH:59][CH2:60][CH2:61][O:62][Si:63]([CH3:69])([CH3:68])[C:64]([CH3:67])([CH3:66])[CH3:65])([C:49]([CH3:52])([CH3:51])[CH3:50])([CH3:48])[CH3:47], predict the reaction product. The product is: [Si:63]([O:62][CH2:61][CH2:60][N:59]([CH2:58][C:57](=[O:70])[N:56]([CH2:55][CH2:54][O:53][Si:46]([C:49]([CH3:52])([CH3:51])[CH3:50])([CH3:47])[CH3:48])[CH2:71][CH2:72][C:73]([O:75][CH2:76][C:77]1[CH:82]=[CH:81][CH:80]=[CH:79][CH:78]=1)=[O:74])[C:13](=[O:15])[CH2:12][NH:11][C:1](=[O:2])[O:3][CH2:4][C:5]1[CH:6]=[CH:7][CH:8]=[CH:9][CH:10]=1)([C:64]([CH3:66])([CH3:65])[CH3:67])([CH3:69])[CH3:68]. (2) Given the reactants [F:1][C:2](F)(F)[CH2:3][O:4][C:5]1[N:10]=[CH:9][C:8]([CH:11]([NH2:13])[CH3:12])=[CH:7][CH:6]=1.ClC1C=CC(C#N)=CN=1.FCCO, predict the reaction product. The product is: [F:1][CH2:2][CH2:3][O:4][C:5]1[N:10]=[CH:9][C:8]([CH:11]([NH2:13])[CH3:12])=[CH:7][CH:6]=1. (3) Given the reactants [Br:1][C:2]1[CH:7]=[CH:6][CH:5]=[CH:4][C:3]=1[S:8](Cl)(=[O:10])=[O:9].C[N:13]([C:15]1[CH:20]=[CH:19]C=C[N:16]=1)C.C.C([O:25][CH2:26][CH3:27])(=O)C, predict the reaction product. The product is: [CH3:19][C:20]1[C:15]([NH:16][S:8]([C:3]2[CH:4]=[CH:5][CH:6]=[CH:7][C:2]=2[Br:1])(=[O:10])=[O:9])=[N:13][O:25][C:26]=1[CH3:27]. (4) Given the reactants C[O:2][C:3](=[O:32])[C@@H:4]([O:29][CH2:30][CH3:31])[CH2:5][C:6]1[CH:11]=[CH:10][C:9]([O:12][CH2:13][C:14]2[N:15]=[C:16]([C:20]3[CH:25]=[CH:24][CH:23]=[CH:22][C:21]=3[F:26])[O:17][C:18]=2[CH3:19])=[CH:8][C:7]=1[CH2:27][CH3:28].[Li+].[OH-], predict the reaction product. The product is: [CH2:30]([O:29][C@@H:4]([CH2:5][C:6]1[CH:11]=[CH:10][C:9]([O:12][CH2:13][C:14]2[N:15]=[C:16]([C:20]3[CH:25]=[CH:24][CH:23]=[CH:22][C:21]=3[F:26])[O:17][C:18]=2[CH3:19])=[CH:8][C:7]=1[CH2:27][CH3:28])[C:3]([OH:32])=[O:2])[CH3:31]. (5) The product is: [CH2:28]([C:2]1[CH:3]=[N:4][C:5]([N:8]2[CH2:13][CH2:12][N:11]([C:14]3[C:23]4[C:18](=[CH:19][C:20]([O:26][CH3:27])=[C:21]([O:24][CH3:25])[CH:22]=4)[N:17]=[CH:16][N:15]=3)[CH2:10][CH2:9]2)=[N:6][CH:7]=1)[C:29]1[CH:34]=[CH:33][CH:32]=[CH:31][CH:30]=1. Given the reactants Br[C:2]1[CH:3]=[N:4][C:5]([N:8]2[CH2:13][CH2:12][N:11]([C:14]3[C:23]4[C:18](=[CH:19][C:20]([O:26][CH3:27])=[C:21]([O:24][CH3:25])[CH:22]=4)[N:17]=[CH:16][N:15]=3)[CH2:10][CH2:9]2)=[N:6][CH:7]=1.[CH2:28](B1OC(C)(C)C(C)(C)O1)[C:29]1[CH:34]=[CH:33][CH:32]=[CH:31][CH:30]=1.C(=O)([O-])[O-].[K+].[K+].N#N, predict the reaction product. (6) Given the reactants C(OC(=O)C(CS(N1CCN(C2C=CC(Br)=CC=2)CC1)(=O)=O)C(C)C)(C)(C)C.Cl.Cl.[Cl:31][C:32]1[CH:37]=[CH:36][C:35]([C:38]2[CH:39]=[CH:40][C:41]([N:44]3[CH2:49][CH2:48][NH:47][CH2:46][CH2:45]3)=[N:42][CH:43]=2)=[CH:34][CH:33]=1.[CH2:50]([C@@H:57]1[CH2:61][O:60][C:59](=[O:62])[N:58]1[C:63](=[O:73])[C@H:64]([CH2:68][S:69](Cl)(=[O:71])=[O:70])[CH:65]([CH3:67])[CH3:66])[C:51]1[CH:56]=[CH:55][CH:54]=[CH:53][CH:52]=1, predict the reaction product. The product is: [CH2:50]([C@@H:57]1[CH2:61][O:60][C:59](=[O:62])[N:58]1[C:63](=[O:73])[C@H:64]([CH2:68][S:69]([N:47]1[CH2:46][CH2:45][N:44]([C:41]2[CH:40]=[CH:39][C:38]([C:35]3[CH:34]=[CH:33][C:32]([Cl:31])=[CH:37][CH:36]=3)=[CH:43][N:42]=2)[CH2:49][CH2:48]1)(=[O:71])=[O:70])[CH:65]([CH3:67])[CH3:66])[C:51]1[CH:56]=[CH:55][CH:54]=[CH:53][CH:52]=1. (7) The product is: [Cl:1][C:2]12[CH:18]3[O:19][CH:16]3[CH2:17][O:20][CH2:11][CH:13]3[O:15][CH:14]3[C:4](=[C:5]([C:7]([Cl:9])=[CH:8]1)[OH:6])[CH:3]2[OH:10]. Given the reactants [Cl:1][C:2]1[CH:8]=[C:7]([Cl:9])[C:5]([OH:6])=[CH:4][C:3]=1[OH:10].[CH2:11]([CH:13]1[O:15][CH2:14]1)Cl.[CH:16]([OH:19])([CH3:18])[CH3:17].[OH-:20].[Na+], predict the reaction product. (8) Given the reactants [CH2:1]([O:3][C:4]([C:6]1[C:14]2[C:9](=[N:10][CH:11]=[C:12](Br)[N:13]=2)[NH:8][C:7]=1[CH3:16])=[O:5])[CH3:2].[CH3:17][O:18][C:19]1[CH:20]=[C:21](B(O)O)[CH:22]=[C:23]([O:27][CH3:28])[C:24]=1[O:25][CH3:26].C([O-])([O-])=O.[K+].[K+], predict the reaction product. The product is: [CH2:1]([O:3][C:4]([C:6]1[C:14]2[C:9](=[N:10][CH:11]=[C:12]([C:21]3[CH:22]=[C:23]([O:27][CH3:28])[C:24]([O:25][CH3:26])=[C:19]([O:18][CH3:17])[CH:20]=3)[N:13]=2)[NH:8][C:7]=1[CH3:16])=[O:5])[CH3:2]. (9) Given the reactants [NH2:1][C:2]1[CH:3]=[N:4][CH:5]=[CH:6][C:7]=1[O:8][C:9]1[CH:14]=[CH:13][C:12]([NH:15][C:16]([C:18]2[C:19](=[O:31])[N:20]([C:24]3[CH:29]=[CH:28][C:27]([F:30])=[CH:26][CH:25]=3)[CH:21]=[CH:22][CH:23]=2)=[O:17])=[CH:11][C:10]=1[F:32].C(OC([N:40]1[CH2:44][CH2:43][CH:42]([CH:45]=O)[CH2:41]1)=O)(C)(C)C.C(O)(=O)C.C(O[BH-](OC(=O)C)OC(=O)C)(=O)C.[Na+].[ClH:65], predict the reaction product. The product is: [ClH:65].[F:32][C:10]1[CH:11]=[C:12]([NH:15][C:16]([C:18]2[C:19](=[O:31])[N:20]([C:24]3[CH:25]=[CH:26][C:27]([F:30])=[CH:28][CH:29]=3)[CH:21]=[CH:22][CH:23]=2)=[O:17])[CH:13]=[CH:14][C:9]=1[O:8][C:7]1[CH:6]=[CH:5][N:4]=[CH:3][C:2]=1[NH:1][CH2:45][CH:42]1[CH2:43][CH2:44][NH:40][CH2:41]1.